From a dataset of HIV replication inhibition screening data with 41,000+ compounds from the AIDS Antiviral Screen. Binary Classification. Given a drug SMILES string, predict its activity (active/inactive) in a high-throughput screening assay against a specified biological target. (1) The compound is CC(C)=CCN1Cc2cccc([N+](=O)[O-])c2NCC1C. The result is 0 (inactive). (2) The drug is O=S1C=C(C2=COCCC2)OC1. The result is 0 (inactive). (3) The drug is C=C1CN(S(=O)(=O)c2ccc(C)cc2)CCCN(CC2CC2)CCCN(S(=O)(=O)c2ccc(C)cc2)C1.Cl. The result is 0 (inactive). (4) The molecule is CCOC(=O)C(=CNc1cccc(NC=C(C(=O)OCC)C(=O)OCC)c1)C(=O)OCC. The result is 0 (inactive). (5) The compound is COc1ccccc1NC(=O)CC(=O)N1N=C(C)C(N=Nc2ccc(C(=O)O)cc2)C1=O. The result is 0 (inactive).